Dataset: Reaction yield outcomes from USPTO patents with 853,638 reactions. Task: Predict the reaction yield, written as a fraction of the theoretical maximum amount of product (1.0 means a 100% yield; for example, 0.34 means a 34% yield). (1) The reactants are C([N:8]1[CH2:20][CH2:19][C:11]2([O:16][C@@H:15]([CH3:17])[CH2:14][C@H:13]([CH3:18])[O:12]2)[C@H:10]([CH3:21])[CH2:9]1)C1C=CC=CC=1.[H][H]. The catalyst is CO.[OH-].[Pd+2].[OH-]. The product is [CH3:17][C@H:15]1[CH2:14][C@H:13]([CH3:18])[O:12][C:11]2([CH2:19][CH2:20][NH:8][CH2:9][C@H:10]2[CH3:21])[O:16]1. The yield is 0.980. (2) The reactants are [Li+].[BH4-].[C:3]([O:7][C:8]([N:10]1[CH2:15][CH2:14][C:13]2[N:16]([CH2:29][CH2:30][C:31](OC)=[O:32])[N:17]=[C:18]([C:19]3[CH:24]=[CH:23][C:22]([C:25]([F:28])([F:27])[F:26])=[CH:21][CH:20]=3)[C:12]=2[CH2:11]1)=[O:9])([CH3:6])([CH3:5])[CH3:4]. The catalyst is C1COCC1. The product is [C:3]([O:7][C:8]([N:10]1[CH2:15][CH2:14][C:13]2[N:16]([CH2:29][CH2:30][CH2:31][OH:32])[N:17]=[C:18]([C:19]3[CH:24]=[CH:23][C:22]([C:25]([F:28])([F:26])[F:27])=[CH:21][CH:20]=3)[C:12]=2[CH2:11]1)=[O:9])([CH3:6])([CH3:5])[CH3:4]. The yield is 0.950. (3) The reactants are [F:1][C:2]1[CH:7]=[C:6]([CH2:8][C:9]2[C:10](=[O:28])[N:11]([C@H:21]3[CH2:26][CH2:25][C@H:24]([OH:27])[CH2:23][CH2:22]3)[C:12]3[N:13]([N:18]=[CH:19][CH:20]=3)[C:14]=2[CH2:15][CH2:16][CH3:17])[CH:5]=[CH:4][C:3]=1[C:29]1[C:30]([C:35]#[N:36])=[CH:31][CH:32]=[CH:33][CH:34]=1.[N+](=[CH:39][C:40]([O:42][CH2:43][CH3:44])=[O:41])=[N-].C(OCC)(=O)C.O. The catalyst is C1(C)C=CC=CC=1.C([O-])(=O)C.[Rh+3].C([O-])(=O)C.C([O-])(=O)C. The product is [CH2:43]([O:42][C:40](=[O:41])[CH2:39][O:27][C@H:24]1[CH2:25][CH2:26][C@H:21]([N:11]2[C:10](=[O:28])[C:9]([CH2:8][C:6]3[CH:5]=[CH:4][C:3]([C:29]4[CH:34]=[CH:33][CH:32]=[CH:31][C:30]=4[C:35]#[N:36])=[C:2]([F:1])[CH:7]=3)=[C:14]([CH2:15][CH2:16][CH3:17])[N:13]3[N:18]=[CH:19][CH:20]=[C:12]23)[CH2:22][CH2:23]1)[CH3:44]. The yield is 0.580. (4) The reactants are O=C1NN2C=CN=C2C(=O)C1[C:12]#[N:13].[Cl:14][C:15]1[CH:16]=[C:17](N(CC2C=CC(OC)=CC=2)C2C=CC=CC=2)[C:18]2[N:19]([C:21](C=CC3C=CN=CC=3)=[CH:22][N:23]=2)[N:20]=1.O=P(Cl)(Cl)[Cl:50]. No catalyst specified. The product is [Cl:14][C:15]1[C:16]([C:12]#[N:13])=[C:17]([Cl:50])[C:18]2[N:19]([CH:21]=[CH:22][N:23]=2)[N:20]=1. The yield is 0.390. (5) The reactants are Br[C:2]1[CH:3]=[C:4]([N:8]2[C:12]([CH3:13])=[C:11]([C:14]([N:16]3[CH2:20][CH2:19][CH:18]([N:21]([CH2:24][CH3:25])[CH2:22][CH3:23])[CH2:17]3)=[O:15])[C:10]([CH3:26])=[N:9]2)[CH:5]=[CH:6][CH:7]=1.[O:27]1[C:31](B(O)O)=[CH:30][C:29]2[CH:35]=[CH:36][CH:37]=[CH:38][C:28]1=2. No catalyst specified. The product is [O:27]1[C:28]2[CH:38]=[CH:37][CH:36]=[CH:35][C:29]=2[CH:30]=[C:31]1[C:3]1[CH:2]=[CH:7][CH:6]=[CH:5][C:4]=1[N:8]1[C:12]([CH3:13])=[C:11]([C:14]([N:16]2[CH2:20][CH2:19][CH:18]([N:21]([CH2:22][CH3:23])[CH2:24][CH3:25])[CH2:17]2)=[O:15])[C:10]([CH3:26])=[N:9]1. The yield is 0.680. (6) The reactants are [Br:1][C:2]1[CH:10]=[CH:9][C:5]([C:6]([OH:8])=O)=[CH:4][CH:3]=1.[CH3:11][CH2:12][N:13](CC)[CH2:14][CH3:15].CN(C(ON1N=NC2C=CC=NC1=2)=[N+](C)C)C.F[P-](F)(F)(F)(F)F.N1CCCC1. The catalyst is C(Cl)Cl.CCOC(C)=O. The product is [Br:1][C:2]1[CH:3]=[CH:4][C:5]([C:6]([N:13]2[CH2:14][CH2:15][CH2:11][CH2:12]2)=[O:8])=[CH:9][CH:10]=1. The yield is 0.869.